From a dataset of Full USPTO retrosynthesis dataset with 1.9M reactions from patents (1976-2016). Predict the reactants needed to synthesize the given product. (1) Given the product [CH3:20][N:3]1[C:2]([C:24]2[CH:25]=[CH:26][CH:27]=[CH:28][C:23]=2[C:22]([F:33])([F:32])[F:21])=[C:10]2[C:5]([N:6]([C:11]3[C:16]([CH3:17])=[CH:15][C:14]([CH3:18])=[CH:13][C:12]=3[CH3:19])[CH2:7][CH2:8][CH2:9]2)=[N:4]1, predict the reactants needed to synthesize it. The reactants are: Br[C:2]1[N:3]([CH3:20])[N:4]=[C:5]2[C:10]=1[CH2:9][CH2:8][CH2:7][N:6]2[C:11]1[C:16]([CH3:17])=[CH:15][C:14]([CH3:18])=[CH:13][C:12]=1[CH3:19].[F:21][C:22]([F:33])([F:32])[C:23]1[CH:28]=[CH:27][CH:26]=[CH:25][C:24]=1B(O)O.C(=O)([O-])[O-].[Na+].[Na+]. (2) Given the product [Cl:1][C:2]1[CH:3]=[C:4]([S:8]([Cl:25])(=[O:10])=[O:9])[CH:5]=[CH:6][CH:7]=1, predict the reactants needed to synthesize it. The reactants are: [Cl:1][C:2]1[CH:3]=[C:4]([S:8](N2CCN(C3C(Cl)=CN=CC=3Cl)CC2)(=[O:10])=[O:9])[CH:5]=[CH:6][CH:7]=1.[Cl:25]C1C=NC=C(Cl)C=1N1CCNCC1.